This data is from Forward reaction prediction with 1.9M reactions from USPTO patents (1976-2016). The task is: Predict the product of the given reaction. (1) Given the reactants Br[C:2]1[C:3]([C:21]([O:23][CH3:24])=[O:22])=[C:4]([NH:7][C:8](=[O:20])[CH2:9][C:10]2[CH:19]=[CH:18][CH:17]=[C:16]3[C:11]=2[CH:12]=[CH:13][CH:14]=[N:15]3)[S:5][CH:6]=1.[C:25]([Cu])#[N:26].CN[C@@H]1CCCC[C@H]1NC, predict the reaction product. The product is: [C:25]([C:2]1[C:3]([C:21]([O:23][CH3:24])=[O:22])=[C:4]([NH:7][C:8](=[O:20])[CH2:9][C:10]2[CH:19]=[CH:18][CH:17]=[C:16]3[C:11]=2[CH:12]=[CH:13][CH:14]=[N:15]3)[S:5][CH:6]=1)#[N:26]. (2) The product is: [Cl:1][C:2]1[CH:8]=[CH:7][C:5]([NH2:6])=[C:4]([O:9][C:17]2[CH:18]=[CH:19][C:14]([S:11]([CH3:10])(=[O:13])=[O:12])=[CH:15][C:16]=2[Cl:21])[CH:3]=1. Given the reactants [Cl:1][C:2]1[CH:8]=[CH:7][C:5]([NH2:6])=[C:4]([OH:9])[CH:3]=1.[CH3:10][S:11]([C:14]1[CH:19]=[CH:18][C:17](F)=[C:16]([Cl:21])[CH:15]=1)(=[O:13])=[O:12], predict the reaction product. (3) Given the reactants [NH2:1][C:2]1[N:7]([CH3:8])[C:6](=[O:9])[C:5]([CH3:11])([CH3:10])[C@:4]([C:13]2[CH:18]=[C:17]([NH2:19])[CH:16]=[CH:15][C:14]=2[F:20])([CH3:12])[N:3]=1.[F:21][C:22]([F:27])([F:26])[C:23](=O)[CH3:24].[B][B][B][B][B][B][B][B][B][B], predict the reaction product. The product is: [NH2:1][C:2]1[N:7]([CH3:8])[C:6](=[O:9])[C:5]([CH3:10])([CH3:11])[C@:4]([C:13]2[CH:18]=[C:17]([NH:19][CH:23]([CH3:24])[C:22]([F:27])([F:26])[F:21])[CH:16]=[CH:15][C:14]=2[F:20])([CH3:12])[N:3]=1. (4) Given the reactants [N:1]([C@@H:4]([C@@H:43]([C:50]1[CH:55]=[CH:54][C:53]([Cl:56])=[CH:52][CH:51]=1)[CH:44]1[CH2:49][CH2:48][O:47][CH2:46][CH2:45]1)[C:5]([NH:7][C:8]1[CH:9]=[N:10][CH:11]=[C:12]([F:42])[C:13]=1[CH2:14][CH2:15][C@H:16]([NH:30][S:31]([C:34]1[CH:39]=[CH:38][C:37]([O:40][CH3:41])=[CH:36][CH:35]=1)(=[O:33])=[O:32])[CH2:17][N:18]([CH2:26][C@H:27](O)[CH3:28])[C:19](=[O:25])[O:20][C:21]([CH3:24])([CH3:23])[CH3:22])=[O:6])=[N+:2]=[N-:3].CC(OC(/N=N/C(OC(C)C)=O)=O)C.C1(P(C2C=CC=CC=2)C2C=CC=CC=2)C=CC=CC=1, predict the reaction product. The product is: [N:1]([C@@H:4]([C@@H:43]([C:50]1[CH:55]=[CH:54][C:53]([Cl:56])=[CH:52][CH:51]=1)[CH:44]1[CH2:49][CH2:48][O:47][CH2:46][CH2:45]1)[C:5]([NH:7][C:8]1[CH:9]=[N:10][CH:11]=[C:12]([F:42])[C:13]=1[CH2:14][CH2:15][C@@H:16]1[N:30]([S:31]([C:34]2[CH:39]=[CH:38][C:37]([O:40][CH3:41])=[CH:36][CH:35]=2)(=[O:32])=[O:33])[C@@H:27]([CH3:28])[CH2:26][N:18]([C:19]([O:20][C:21]([CH3:22])([CH3:23])[CH3:24])=[O:25])[CH2:17]1)=[O:6])=[N+:2]=[N-:3]. (5) The product is: [Br:19][CH2:8][C:5]1[CH:6]=[CH:7][C:2]([I:1])=[CH:3][C:4]=1[N+:9]([O-:11])=[O:10]. Given the reactants [I:1][C:2]1[CH:7]=[CH:6][C:5]([CH3:8])=[C:4]([N+:9]([O-:11])=[O:10])[CH:3]=1.C1C(=O)N([Br:19])C(=O)C1.C(OOC(=O)C1C=CC=CC=1)(=O)C1C=CC=CC=1, predict the reaction product. (6) Given the reactants [OH-].[Na+].C[O:4][C:5]([C:7]1[C:18](=[O:19])[NH:17][C:10]2[N:11]=[C:12]([O:15][CH3:16])[N:13]=[CH:14][C:9]=2[CH:8]=1)=[O:6].Cl, predict the reaction product. The product is: [CH3:16][O:15][C:12]1[N:13]=[CH:14][C:9]2[CH:8]=[C:7]([C:5]([OH:6])=[O:4])[C:18](=[O:19])[NH:17][C:10]=2[N:11]=1. (7) Given the reactants CN(C(ON1N=NC2C=CC=NC1=2)=[N+](C)C)C.F[P-](F)(F)(F)(F)F.[Br:25][C:26]1[CH:31]=[CH:30][C:29]([N:32]2[CH2:37][CH2:36][NH:35][CH2:34][CH2:33]2)=[CH:28][CH:27]=1.[Cl:38][C:39]1[C:40]([C:49]([F:52])([F:51])[F:50])=[N:41][N:42]([CH2:45][C:46](O)=[O:47])[C:43]=1[CH3:44], predict the reaction product. The product is: [Br:25][C:26]1[CH:27]=[CH:28][C:29]([N:32]2[CH2:37][CH2:36][N:35]([C:46](=[O:47])[CH2:45][N:42]3[C:43]([CH3:44])=[C:39]([Cl:38])[C:40]([C:49]([F:52])([F:51])[F:50])=[N:41]3)[CH2:34][CH2:33]2)=[CH:30][CH:31]=1.